From a dataset of Catalyst prediction with 721,799 reactions and 888 catalyst types from USPTO. Predict which catalyst facilitates the given reaction. (1) Reactant: [Br:1][C:2]1[CH:3]=[C:4]([C:11]([CH3:14])([CH3:13])[CH3:12])[C:5]([OH:10])=[C:6]([CH:9]=1)[CH:7]=[O:8].C(=O)([O-])[O-].[K+].[K+].[CH3:21][O:22][CH2:23][CH2:24][O:25][CH2:26]Cl. Product: [Br:1][C:2]1[CH:3]=[C:4]([C:11]([CH3:14])([CH3:13])[CH3:12])[C:5]([O:10][CH2:21][O:22][CH2:23][CH2:24][O:25][CH3:26])=[C:6]([CH:9]=1)[CH:7]=[O:8]. The catalyst class is: 3. (2) Reactant: [CH:1]1([C:4]2[CH:9]=[CH:8][N:7]=[CH:6][C:5]=2[N:10]2[CH2:14][CH2:13][NH:12][C:11]2=[O:15])[CH2:3][CH2:2]1.Cl[C:17]1[CH:22]=[C:21]([CH3:23])[N:20]=[CH:19][N:18]=1.C(=O)([O-])[O-].[Cs+].[Cs+]. Product: [CH:1]1([C:4]2[CH:9]=[CH:8][N:7]=[CH:6][C:5]=2[N:10]2[CH2:14][CH2:13][N:12]([C:17]3[CH:22]=[C:21]([CH3:23])[N:20]=[CH:19][N:18]=3)[C:11]2=[O:15])[CH2:3][CH2:2]1. The catalyst class is: 187. (3) Reactant: Cl[C:2]1[C:25]([CH3:26])=[CH:24][C:5]2[N:6]=[C:7]3[C:12]([N:13]([CH2:14][CH2:15][CH2:16][N:17]4[CH:21]=[CH:20][CH:19]=[CH:18]4)[C:4]=2[CH:3]=1)=[N:11][C:10](=[O:22])[NH:9][C:8]3=[O:23].[CH3:27][NH:28][CH3:29].O1CCCC1. Product: [CH3:27][N:28]([CH3:29])[C:2]1[C:25]([CH3:26])=[CH:24][C:5]2[N:6]=[C:7]3[C:12]([N:13]([CH2:14][CH2:15][CH2:16][N:17]4[CH:21]=[CH:20][CH:19]=[CH:18]4)[C:4]=2[CH:3]=1)=[N:11][C:10](=[O:22])[NH:9][C:8]3=[O:23]. The catalyst class is: 60. (4) Reactant: Br[C:2]1[C:3]2[C:8]([C:9]([Br:16])=[C:10]3[C:15]=1[CH:14]=[CH:13][CH:12]=[CH:11]3)=[CH:7][CH:6]=[CH:5][CH:4]=2.[Li]CCCC.CN([CH:25]=[O:26])C.C(Cl)Cl.CCCCCC. Product: [Br:16][C:9]1[C:10]2[C:15]([C:2]([CH:25]=[O:26])=[C:3]3[C:8]=1[CH:7]=[CH:6][CH:5]=[CH:4]3)=[CH:14][CH:13]=[CH:12][CH:11]=2. The catalyst class is: 1. (5) Product: [CH2:13]([N:10]1[CH2:11][CH2:12][C:7]2([C:20]3[C:21](=[N:22][CH:23]=[CH:24][CH:25]=3)[CH2:5][O:6]2)[CH2:8][CH2:9]1)[C:14]1[CH:15]=[CH:16][CH:17]=[CH:18][CH:19]=1. The catalyst class is: 4. Reactant: C(O[CH:5]1[C:21]2=[N:22][CH:23]=[CH:24][CH:25]=[C:20]2[C:7]2([CH2:12][CH2:11][N:10]([CH2:13][C:14]3[CH:19]=[CH:18][CH:17]=[CH:16][CH:15]=3)[CH2:9][CH2:8]2)[O:6]1)(=O)C.C([SiH](CC)CC)C.B(F)(F)F.CCOCC.